This data is from Catalyst prediction with 721,799 reactions and 888 catalyst types from USPTO. The task is: Predict which catalyst facilitates the given reaction. (1) Reactant: [C:1]([NH:24][CH2:25][CH2:26][NH:27]C(=O)OC(C)(C)C)(=[O:23])[CH2:2][CH2:3]/[CH:4]=[CH:5]\[CH2:6]/[CH:7]=[CH:8]\[CH2:9]/[CH:10]=[CH:11]\[CH2:12]/[CH:13]=[CH:14]\[CH2:15]/[CH:16]=[CH:17]\[CH2:18]/[CH:19]=[CH:20]\[CH2:21][CH3:22].Cl.C([O-])([O-])=O.[Na+].[Na+]. Product: [NH2:27][CH2:26][CH2:25][NH:24][C:1](=[O:23])[CH2:2][CH2:3]/[CH:4]=[CH:5]\[CH2:6]/[CH:7]=[CH:8]\[CH2:9]/[CH:10]=[CH:11]\[CH2:12]/[CH:13]=[CH:14]\[CH2:15]/[CH:16]=[CH:17]\[CH2:18]/[CH:19]=[CH:20]\[CH2:21][CH3:22]. The catalyst class is: 25. (2) Reactant: [OH:1][CH2:2][CH2:3][N:4]1[C:19]([C:20](OCC)=[O:21])=[C:7]2[CH2:8][CH2:9][CH2:10][C:11]3[C:12](=[N:13][C:14]([S:17][CH3:18])=[N:15][CH:16]=3)[C:6]2=[N:5]1.C1(C)C=CC(S(O)(=O)=O)=CC=1. Product: [CH3:18][S:17][C:14]1[N:15]=[CH:16][C:11]2[CH2:10][CH2:9][CH2:8][C:7]3[C:6]([C:12]=2[N:13]=1)=[N:5][N:4]1[CH2:3][CH2:2][O:1][C:20](=[O:21])[C:19]=31. The catalyst class is: 1. (3) Reactant: [Br:1][C:2]1[C:11]([O:12][C:13]2[CH:18]=[CH:17][C:16]([F:19])=[CH:15][C:14]=2[F:20])=[CH:10][C:5]([C:6]([O:8][CH3:9])=[O:7])=[C:4]([N+:21]([O-])=O)[CH:3]=1.Cl.N.C(O)C.O1CCCC1. Product: [NH2:21][C:4]1[CH:3]=[C:2]([Br:1])[C:11]([O:12][C:13]2[CH:18]=[CH:17][C:16]([F:19])=[CH:15][C:14]=2[F:20])=[CH:10][C:5]=1[C:6]([O:8][CH3:9])=[O:7]. The catalyst class is: 150. (4) Product: [NH2:20][C@@H:18]1[CH2:19][C@H:17]1[C:14]1[CH:13]=[CH:12][C:11]([NH:10][C:6]2[CH:5]=[C:4]([CH:9]=[CH:8][CH:7]=2)[C:2]#[N:3])=[N:16][CH:15]=1. Reactant: Cl.[C:2]([C:4]1[CH:5]=[C:6]([NH:10][C:11]2[N:16]=[CH:15][C:14]([C@@H:17]3[CH2:19][C@H:18]3[NH:20]C(=O)OC(C)(C)C)=[CH:13][CH:12]=2)[CH:7]=[CH:8][CH:9]=1)#[N:3]. The catalyst class is: 12.